Dataset: Catalyst prediction with 721,799 reactions and 888 catalyst types from USPTO. Task: Predict which catalyst facilitates the given reaction. (1) Reactant: C(O[C:6]([N:8]1[CH2:13][CH:12]=[C:11]([C:14]2[CH:19]=[CH:18][CH:17]=[C:16]([N+:20]([O-:22])=[O:21])[CH:15]=2)[CH2:10][CH2:9]1)=O)(C)(C)C.FC(F)(F)C(O)=O.C(=O)([O-])[O-].[Cs+].[Cs+].[I-].[Na+].ClC[CH2:40][S:41]([CH3:44])(=[O:43])=[O:42]. Product: [CH3:40][S:41]([CH2:44][CH2:6][N:8]1[CH2:13][CH:12]=[C:11]([C:14]2[CH:19]=[CH:18][CH:17]=[C:16]([N+:20]([O-:22])=[O:21])[CH:15]=2)[CH2:10][CH2:9]1)(=[O:43])=[O:42]. The catalyst class is: 46. (2) Reactant: [C:1]([NH:9][CH:10]1[CH2:15][CH2:14][NH:13][CH2:12][CH2:11]1)(=[O:8])[C:2]1[CH:7]=[CH:6][CH:5]=[CH:4][CH:3]=1.[C:16]([O-:19])([O-])=O.[K+].[K+].[ClH:22]. Product: [Cl:22][C:2]1[CH:7]=[CH:6][C:5]([C:16]([CH2:11][CH2:10][CH2:15][N:13]2[CH2:14][CH2:15][CH:10]([NH:9][C:1](=[O:8])[C:2]3[CH:3]=[CH:4][CH:5]=[CH:6][CH:7]=3)[CH2:11][CH2:12]2)=[O:19])=[CH:4][CH:3]=1. The catalyst class is: 21. (3) Reactant: [O:1]1[CH:5]=[CH:4][CH:3]=[C:2]1[C:6]([CH:8]1OC2C(Cl)=C(Cl)C(Cl)=C(Cl)C=2O1)=O.[C:21]1([NH:27][NH2:28])[CH:26]=[CH:25][CH:24]=[CH:23][CH:22]=1. Product: [O:1]1[CH:5]=[CH:4][CH:3]=[C:2]1/[C:6](=[N:28]/[NH:27][C:21]1[CH:26]=[CH:25][CH:24]=[CH:23][CH:22]=1)/[CH:8]=[N:28][NH:27][C:21]1[CH:26]=[CH:25][CH:24]=[CH:23][CH:22]=1. The catalyst class is: 8. (4) Reactant: [N:1]1([C:5]2[N:14]=[C:13]3[C:8]([C:9](=[O:31])[C:10]([C:26]([O:28][CH2:29][CH3:30])=[O:27])=[CH:11][N:12]3CC3C=CC(OC)=CC=3OC)=[C:7]([CH3:32])[C:6]=2[F:33])[CH2:4][CH2:3][CH2:2]1. Product: [N:1]1([C:5]2[N:14]=[C:13]3[C:8]([C:9](=[O:31])[C:10]([C:26]([O:28][CH2:29][CH3:30])=[O:27])=[CH:11][NH:12]3)=[C:7]([CH3:32])[C:6]=2[F:33])[CH2:4][CH2:3][CH2:2]1. The catalyst class is: 55. (5) Reactant: [CH2:1]([C@H:8]([NH:44][C:45]([C@@H:47]([NH:52][C:53](=[O:56])[O:54][CH3:55])[C:48]([CH3:51])([CH3:50])[CH3:49])=[O:46])[C@@H:9]([O:38][CH:39](SCC)[CH3:40])[CH2:10][C@@H:11]([NH:25][C:26](=[O:37])[C@H:27]([C:33]([CH3:36])([CH3:35])[CH3:34])[NH:28][C:29]([O:31][CH3:32])=[O:30])[CH2:12][C:13]1[CH:18]=[CH:17][C:16]([C:19]2[CH:24]=[CH:23][CH:22]=[CH:21][N:20]=2)=[CH:15][CH:14]=1)[C:2]1[CH:7]=[CH:6][CH:5]=[CH:4][CH:3]=1.[P:57](=[O:61])([OH:60])([OH:59])[OH:58].IN1C(=O)CCC1=O.[O-]S([O-])(=S)=O.[Na+:75].[Na+:76].C([O-])([O-])=O.[Na+].[Na+]. Product: [CH3:55][O:54][C:53](=[O:56])[NH:52][C@@H:47]([C:48]([CH3:51])([CH3:50])[CH3:49])[C:45](=[O:46])[NH:44][C@@H:8]([CH2:1][C:2]1[CH:3]=[CH:4][CH:5]=[CH:6][CH:7]=1)[C@@H:9]([O:38][CH:39]([O:61][P:57]([OH:60])([OH:59])=[O:58])[CH3:40])[CH2:10][C@H:11]([CH2:12][C:13]1[CH:14]=[CH:15][C:16]([C:19]2[CH:24]=[CH:23][CH:22]=[CH:21][N:20]=2)=[CH:17][CH:18]=1)[NH:25][C:26](=[O:37])[C@H:27]([C:33]([CH3:36])([CH3:35])[CH3:34])[NH:28][C:29](=[O:30])[O:31][CH3:32].[Na:75][Na:76]. The catalyst class is: 405. (6) Reactant: Br[C:2]1[CH:9]=[CH:8][CH:7]=[CH:6][C:3]=1[C:4]#[N:5].[Li]CCCC.[CH3:15][O:16][C:17]1[CH:26]=[C:25]2[C:20]([C:21](=[O:27])[CH2:22][CH2:23][O:24]2)=[CH:19][CH:18]=1.[NH4+].[Cl-]. Product: [CH3:15][O:16][C:17]1[CH:26]=[C:25]2[O:24][CH2:23][CH2:22][C:21]3([C:2]4[C:3](=[CH:6][CH:7]=[CH:8][CH:9]=4)[C:4](=[NH:5])[O:27]3)[C:20]2=[CH:19][CH:18]=1. The catalyst class is: 1. (7) Reactant: Cl.Cl.[CH3:3][O:4][C:5]([C:7]1[N:8]([C:35]2[CH:40]=[CH:39][CH:38]=[CH:37][CH:36]=2)[C:9]2[C:14]([C:15](=[O:33])[C:16]=1[CH2:17][C:18]1[CH:23]=[CH:22][C:21]([S:24]([N:27]3[CH2:32][CH2:31][NH:30][CH2:29][CH2:28]3)(=[O:26])=[O:25])=[CH:20][CH:19]=1)=[CH:13][CH:12]=[C:11]([Cl:34])[CH:10]=2)=[O:6].Cl. Product: [CH3:3][O:4][C:5]([C:7]1[N:8]([C:35]2[CH:40]=[CH:39][CH:38]=[CH:37][CH:36]=2)[C:9]2[C:14]([C:15](=[O:33])[C:16]=1[CH2:17][C:18]1[CH:19]=[CH:20][C:21]([S:24]([N:27]3[CH2:32][CH2:31][NH:30][CH2:29][CH2:28]3)(=[O:26])=[O:25])=[CH:22][CH:23]=1)=[CH:13][CH:12]=[C:11]([Cl:34])[CH:10]=2)=[O:6]. The catalyst class is: 258.